This data is from NCI-60 drug combinations with 297,098 pairs across 59 cell lines. The task is: Regression. Given two drug SMILES strings and cell line genomic features, predict the synergy score measuring deviation from expected non-interaction effect. (1) Drug 1: CCC(=C(C1=CC=CC=C1)C2=CC=C(C=C2)OCCN(C)C)C3=CC=CC=C3.C(C(=O)O)C(CC(=O)O)(C(=O)O)O. Drug 2: C(CC(=O)O)C(=O)CN.Cl. Cell line: TK-10. Synergy scores: CSS=8.67, Synergy_ZIP=-2.91, Synergy_Bliss=-1.49, Synergy_Loewe=-2.76, Synergy_HSA=-2.55. (2) Cell line: OVCAR-8. Drug 1: C1CN1C2=NC(=NC(=N2)N3CC3)N4CC4. Drug 2: C1=NNC2=C1C(=O)NC=N2. Synergy scores: CSS=27.1, Synergy_ZIP=0.406, Synergy_Bliss=0.808, Synergy_Loewe=-15.6, Synergy_HSA=0.332. (3) Drug 1: C1CCC(CC1)NC(=O)N(CCCl)N=O. Drug 2: CCC1(CC2CC(C3=C(CCN(C2)C1)C4=CC=CC=C4N3)(C5=C(C=C6C(=C5)C78CCN9C7C(C=CC9)(C(C(C8N6C)(C(=O)OC)O)OC(=O)C)CC)OC)C(=O)OC)O.OS(=O)(=O)O. Cell line: MDA-MB-231. Synergy scores: CSS=26.5, Synergy_ZIP=-11.5, Synergy_Bliss=-2.25, Synergy_Loewe=-10.4, Synergy_HSA=-0.792. (4) Drug 1: CC1=C(N=C(N=C1N)C(CC(=O)N)NCC(C(=O)N)N)C(=O)NC(C(C2=CN=CN2)OC3C(C(C(C(O3)CO)O)O)OC4C(C(C(C(O4)CO)O)OC(=O)N)O)C(=O)NC(C)C(C(C)C(=O)NC(C(C)O)C(=O)NCCC5=NC(=CS5)C6=NC(=CS6)C(=O)NCCC[S+](C)C)O. Drug 2: C1CN(P(=O)(OC1)NCCCl)CCCl. Cell line: SK-OV-3. Synergy scores: CSS=3.39, Synergy_ZIP=-0.112, Synergy_Bliss=1.95, Synergy_Loewe=-4.15, Synergy_HSA=-0.416. (5) Cell line: SNB-19. Drug 2: C1CN(P(=O)(OC1)NCCCl)CCCl. Synergy scores: CSS=13.2, Synergy_ZIP=-0.422, Synergy_Bliss=3.76, Synergy_Loewe=-10.8, Synergy_HSA=0.773. Drug 1: CC1CCC2CC(C(=CC=CC=CC(CC(C(=O)C(C(C(=CC(C(=O)CC(OC(=O)C3CCCCN3C(=O)C(=O)C1(O2)O)C(C)CC4CCC(C(C4)OC)OCCO)C)C)O)OC)C)C)C)OC. (6) Drug 1: C1=NC2=C(N1)C(=S)N=C(N2)N. Drug 2: CC1CCC2CC(C(=CC=CC=CC(CC(C(=O)C(C(C(=CC(C(=O)CC(OC(=O)C3CCCCN3C(=O)C(=O)C1(O2)O)C(C)CC4CCC(C(C4)OC)O)C)C)O)OC)C)C)C)OC. Cell line: SN12C. Synergy scores: CSS=34.0, Synergy_ZIP=-9.80, Synergy_Bliss=-5.21, Synergy_Loewe=-1.14, Synergy_HSA=-0.0208. (7) Drug 1: CCC1=C2CN3C(=CC4=C(C3=O)COC(=O)C4(CC)O)C2=NC5=C1C=C(C=C5)O. Drug 2: C1=CC=C(C=C1)NC(=O)CCCCCCC(=O)NO. Cell line: HCT116. Synergy scores: CSS=58.4, Synergy_ZIP=-6.19, Synergy_Bliss=-6.22, Synergy_Loewe=-19.6, Synergy_HSA=-2.16. (8) Drug 1: CC12CCC(CC1=CCC3C2CCC4(C3CC=C4C5=CN=CC=C5)C)O. Drug 2: CC1=C2C(C(=O)C3(C(CC4C(C3C(C(C2(C)C)(CC1OC(=O)C(C(C5=CC=CC=C5)NC(=O)OC(C)(C)C)O)O)OC(=O)C6=CC=CC=C6)(CO4)OC(=O)C)OC)C)OC. Cell line: SK-MEL-2. Synergy scores: CSS=59.5, Synergy_ZIP=14.9, Synergy_Bliss=15.4, Synergy_Loewe=-19.6, Synergy_HSA=14.5.